From a dataset of Catalyst prediction with 721,799 reactions and 888 catalyst types from USPTO. Predict which catalyst facilitates the given reaction. Reactant: [C:1]([N:4]1[C:13]2[C:8](=[CH:9][CH:10]=[CH:11][CH:12]=2)[N:7]([CH2:14][C:15]2[CH:20]=[CH:19][C:18]([F:21])=[CH:17][CH:16]=2)[C:6](=[O:22])[CH2:5]1)(=[O:3])[CH3:2].C[Si]([N-][Si](C)(C)C)(C)C.[Li+].C1COCC1.[C:38](OCC)(=[O:44])[C:39](OCC)=[O:40]. Product: [F:21][C:18]1[CH:17]=[CH:16][C:15]([CH2:14][N:7]2[C:8]3[CH:9]=[CH:10][CH:11]=[CH:12][C:13]=3[N:4]3[C:1](=[O:3])[CH:2]=[C:38]([OH:44])[C:39]([OH:40])=[C:5]3[C:6]2=[O:22])=[CH:20][CH:19]=1. The catalyst class is: 3.